From a dataset of Forward reaction prediction with 1.9M reactions from USPTO patents (1976-2016). Predict the product of the given reaction. (1) Given the reactants C(O[C:5](=[O:7])[CH3:6])(=O)C.[CH2:8](N(CC)CC)C.[CH3:15][CH2:16][CH2:17][CH2:18][CH2:19][CH3:20].O, predict the reaction product. The product is: [CH2:16]([C:17]1[CH2:18][CH:19]2[CH:6]([CH:8]=1)[C:5](=[O:7])[CH2:20]2)[CH3:15]. (2) Given the reactants [CH2:1]1[C:10]2[C:5](=[CH:6][CH:7]=[CH:8][CH:9]=2)[CH2:4][CH2:3][N:2]1[C:11]1[N:12]=[C:13]([C:22](O)=[O:23])[CH:14]=[C:15]2[C:19]([CH3:20])=[C:18]([CH3:21])[NH:17][C:16]=12.O.ON1C2C=CC=CC=2N=N1.Cl.CN(C)CCCN=C=NCC.C(N(C(C)C)CC)(C)C.[CH3:57][N:58]1[CH2:63][CH2:62][NH:61][CH2:60][CH2:59]1, predict the reaction product. The product is: [CH2:1]1[C:10]2[C:5](=[CH:6][CH:7]=[CH:8][CH:9]=2)[CH2:4][CH2:3][N:2]1[C:11]1[N:12]=[C:13]([C:22]([N:61]2[CH2:62][CH2:63][N:58]([CH3:57])[CH2:59][CH2:60]2)=[O:23])[CH:14]=[C:15]2[C:19]([CH3:20])=[C:18]([CH3:21])[NH:17][C:16]=12. (3) Given the reactants [Cl:1][C:2]1[C:15]([Cl:16])=[CH:14][C:5]2[NH:6][C:7]([CH2:9][C:10]([F:13])([F:12])[F:11])=[N:8][C:4]=2[CH:3]=1.[H-].[Na+].Br[CH2:20][C:21]([C:23]1[CH:28]=[CH:27][C:26]([O:29][CH3:30])=[CH:25][C:24]=1[O:31][CH3:32])=[O:22], predict the reaction product. The product is: [Cl:16][C:15]1[C:2]([Cl:1])=[CH:3][C:4]2[N:8]([CH2:20][C:21]([C:23]3[CH:28]=[CH:27][C:26]([O:29][CH3:30])=[CH:25][C:24]=3[O:31][CH3:32])=[O:22])[C:7]([CH2:9][C:10]([F:12])([F:13])[F:11])=[N:6][C:5]=2[CH:14]=1.